Dataset: Catalyst prediction with 721,799 reactions and 888 catalyst types from USPTO. Task: Predict which catalyst facilitates the given reaction. (1) Reactant: C(=O)([O-])[O-].[K+].[K+].O1CCOCC1.[CH:13]1([C:16]#[C:17][C:18]([C:20]2[N:25]=[C:24]([C:26]([O:28][CH3:29])=[O:27])[CH:23]=[CH:22][CH:21]=2)=[O:19])[CH2:15][CH2:14]1.CC1C=C(C)C=C(C)C=1S([O-])(=O)=O.[NH2:43][N+:44]1[CH:49]=[CH:48][CH:47]=[C:46]([O:50][CH3:51])[CH:45]=1. Product: [CH:13]1([C:16]2[C:17]([C:18]([C:20]3[N:25]=[C:24]([C:26]([O:28][CH3:29])=[O:27])[CH:23]=[CH:22][CH:21]=3)=[O:19])=[C:49]3[CH:48]=[CH:47][C:46]([O:50][CH3:51])=[CH:45][N:44]3[N:43]=2)[CH2:15][CH2:14]1. The catalyst class is: 13. (2) Reactant: CN(C)C=O.[Cl:6][C:7]1[C:12]([N+:13]([O-:15])=[O:14])=[C:11](Cl)[C:10]([CH3:17])=[C:9]([CH3:18])[N:8]=1.[N:19]1[CH:24]=[CH:23][CH:22]=[C:21]([CH2:25][CH2:26][CH2:27][O:28][CH2:29][CH2:30][NH2:31])[CH:20]=1. Product: [Cl:6][C:7]1[C:12]([N+:13]([O-:15])=[O:14])=[C:11]([NH:31][CH2:30][CH2:29][O:28][CH2:27][CH2:26][CH2:25][C:21]2[CH:20]=[N:19][CH:24]=[CH:23][CH:22]=2)[C:10]([CH3:17])=[C:9]([CH3:18])[N:8]=1. The catalyst class is: 66.